This data is from Peptide-MHC class II binding affinity with 134,281 pairs from IEDB. The task is: Regression. Given a peptide amino acid sequence and an MHC pseudo amino acid sequence, predict their binding affinity value. This is MHC class II binding data. The peptide sequence is QEVFKAIQSLKTTEV. The MHC is HLA-DQA10501-DQB10301 with pseudo-sequence HLA-DQA10501-DQB10301. The binding affinity (normalized) is 0.341.